Task: Predict the reactants needed to synthesize the given product.. Dataset: Full USPTO retrosynthesis dataset with 1.9M reactions from patents (1976-2016) (1) The reactants are: [Br:1]Br.[CH3:3][N:4]1[CH:13]=[CH:12][C:11]2[C:6](=[CH:7][N:8]=[CH:9][CH:10]=2)[C:5]1=[O:14]. Given the product [Br:1][C:12]1[C:11]2[C:6](=[CH:7][N:8]=[CH:9][CH:10]=2)[C:5](=[O:14])[N:4]([CH3:3])[CH:13]=1, predict the reactants needed to synthesize it. (2) The reactants are: C(O[BH-](OC(=O)C)OC(=O)C)(=O)C.[Na+].Cl.[CH2:16]1[C:25]2[C:20](=[CH:21][CH:22]=[C:23]([C:26]([O:28][CH3:29])=[O:27])[CH:24]=2)[CH2:19][CH2:18][NH:17]1.[C:30]([C:32]1[CH:39]=[CH:38][C:35]([CH:36]=O)=[CH:34][CH:33]=1)#[N:31].C(=O)(O)[O-].[Na+]. Given the product [C:30]([C:32]1[CH:39]=[CH:38][C:35]([CH2:36][N:17]2[CH2:18][CH2:19][C:20]3[C:25](=[CH:24][C:23]([C:26]([O:28][CH3:29])=[O:27])=[CH:22][CH:21]=3)[CH2:16]2)=[CH:34][CH:33]=1)#[N:31], predict the reactants needed to synthesize it. (3) The reactants are: [NH2:1][C:2]1[N:14]=[C:13]([C:15]2[C:20]([O:21][CH2:22][C:23]3[CH:28]=[CH:27][C:26]([O:29][CH3:30])=[CH:25][CH:24]=3)=[CH:19][CH:18]=[CH:17][C:16]=2[O:31][CH2:32][CH:33]2[CH2:35][CH2:34]2)[CH:12]=[C:11]([CH:36]2[CH2:41][CH2:40][CH2:39][N:38]([C:42]([O:44][C:45]([CH3:48])([CH3:47])[CH3:46])=[O:43])[CH2:37]2)[C:3]=1[C:4](OC(C)(C)C)=[O:5].COCCO[AlH2-]OCCOC.[Na+]. Given the product [NH2:1][C:2]1[C:3]([CH2:4][OH:5])=[C:11]([CH:36]2[CH2:41][CH2:40][CH2:39][N:38]([C:42]([O:44][C:45]([CH3:47])([CH3:48])[CH3:46])=[O:43])[CH2:37]2)[CH:12]=[C:13]([C:15]2[C:20]([O:21][CH2:22][C:23]3[CH:24]=[CH:25][C:26]([O:29][CH3:30])=[CH:27][CH:28]=3)=[CH:19][CH:18]=[CH:17][C:16]=2[O:31][CH2:32][CH:33]2[CH2:34][CH2:35]2)[N:14]=1, predict the reactants needed to synthesize it. (4) Given the product [F:13][C:9]1[C:10]([CH3:12])=[N:11][C:2]([O:15][CH3:14])=[C:3]([CH:8]=1)[C:4]([O:6][CH3:7])=[O:5], predict the reactants needed to synthesize it. The reactants are: Cl[C:2]1[N:11]=[C:10]([CH3:12])[C:9]([F:13])=[CH:8][C:3]=1[C:4]([O:6][CH3:7])=[O:5].[CH3:14][O-:15].[Na+].O. (5) Given the product [S:31]1[C:35]2[CH:36]=[C:37]([NH:40][C:26]([CH2:25][NH:24][C:22](=[O:23])[C:21]3[CH:29]=[CH:30][C:18]([S:15](=[O:16])(=[O:17])[NH:14][C:9]4[CH:10]=[CH:11][CH:12]=[CH:13][C:8]=4[O:1][C:2]4[CH:7]=[CH:6][CH:5]=[CH:4][CH:3]=4)=[CH:19][CH:20]=3)=[O:28])[CH:38]=[CH:39][C:34]=2[N:33]=[CH:32]1, predict the reactants needed to synthesize it. The reactants are: [O:1]([C:8]1[CH:13]=[CH:12][CH:11]=[CH:10][C:9]=1[NH:14][S:15]([C:18]1[CH:30]=[CH:29][C:21]([C:22]([NH:24][CH2:25][C:26]([OH:28])=O)=[O:23])=[CH:20][CH:19]=1)(=[O:17])=[O:16])[C:2]1[CH:7]=[CH:6][CH:5]=[CH:4][CH:3]=1.[S:31]1[C:35]2[CH:36]=[C:37]([NH2:40])[CH:38]=[CH:39][C:34]=2[N:33]=[CH:32]1. (6) Given the product [C:29]([O:33][C:34](=[O:42])[C:35]1[CH:36]=[CH:37][C:38]([O:41][C:21]2[CH:22]=[CH:23][C:24]([CH:27]=[O:28])=[CH:25][N:26]=2)=[CH:39][CH:40]=1)([CH3:32])([CH3:30])[CH3:31], predict the reactants needed to synthesize it. The reactants are: COC(=O)C1C=CC(OC2C=CC(C=O)=CN=2)=CC=1.Br[C:21]1[N:26]=[CH:25][C:24]([CH:27]=[O:28])=[CH:23][CH:22]=1.[C:29]([O:33][C:34](=[O:42])[C:35]1[CH:40]=[CH:39][C:38]([OH:41])=[CH:37][CH:36]=1)([CH3:32])([CH3:31])[CH3:30].C([O-])([O-])=O.[K+].[K+]. (7) The reactants are: Br[C:2]1[N:11]=[C:10]([C:12]([O:14][CH3:15])=[O:13])[C:9]([O:16][S:17]([C:20]2[CH:25]=[CH:24][C:23]([CH3:26])=[CH:22][CH:21]=2)(=[O:19])=[O:18])=[C:8]2[C:3]=1[CH:4]=[CH:5][CH:6]=[N:7]2.[CH3:27][NH:28][S:29]([CH2:32][CH3:33])(=[O:31])=[O:30].N1C=CC=CC=1C1C=CC=CN=1. Given the product [CH2:32]([S:29]([N:28]([CH3:27])[C:2]1[N:11]=[C:10]([C:12]([O:14][CH3:15])=[O:13])[C:9]([O:16][S:17]([C:20]2[CH:25]=[CH:24][C:23]([CH3:26])=[CH:22][CH:21]=2)(=[O:19])=[O:18])=[C:8]2[C:3]=1[CH:4]=[CH:5][CH:6]=[N:7]2)(=[O:31])=[O:30])[CH3:33], predict the reactants needed to synthesize it.